This data is from NCI-60 drug combinations with 297,098 pairs across 59 cell lines. The task is: Regression. Given two drug SMILES strings and cell line genomic features, predict the synergy score measuring deviation from expected non-interaction effect. Drug 1: C1CC(=O)NC(=O)C1N2CC3=C(C2=O)C=CC=C3N. Drug 2: C1=C(C(=O)NC(=O)N1)N(CCCl)CCCl. Cell line: HT29. Synergy scores: CSS=14.8, Synergy_ZIP=-8.77, Synergy_Bliss=-4.23, Synergy_Loewe=-13.6, Synergy_HSA=-2.63.